Regression/Classification. Given a drug SMILES string, predict its toxicity properties. Task type varies by dataset: regression for continuous values (e.g., LD50, hERG inhibition percentage) or binary classification for toxic/non-toxic outcomes (e.g., AMES mutagenicity, cardiotoxicity, hepatotoxicity). Dataset: ld50_zhu. From a dataset of Acute oral toxicity (LD50) regression data from Zhu et al.. (1) The rat oral LD50 is 2.42, given as -log10 of the dose in mol/kg body weight (higher means more acutely toxic). The drug is CCCC(=O)OC(=C(Cl)Cl)P(=O)(OC)OC. (2) The compound is BrC=Cc1ccccc1. The rat oral LD50 is 2.17, given as -log10 of the dose in mol/kg body weight (higher means more acutely toxic). (3) The molecule is CCP(=S)(OC(C)C)SCN1C(=O)c2ccccc2C1=O. The rat oral LD50 is 4.54, given as -log10 of the dose in mol/kg body weight (higher means more acutely toxic).